This data is from Reaction yield outcomes from USPTO patents with 853,638 reactions. The task is: Predict the reaction yield, written as a fraction of the theoretical maximum amount of product (1.0 means a 100% yield; for example, 0.34 means a 34% yield). (1) The reactants are [CH2:1]([N:8]1[CH:16]=[C:15]2[C:10]([CH:11]=[C:12]([C:17]3[CH:18]=[C:19]([CH:27]4[CH2:31][CH2:30][NH:29][CH2:28]4)[N:20]4[C:25]=3[C:24]([NH2:26])=[N:23][CH:22]=[N:21]4)[CH:13]=[CH:14]2)=[N:9]1)[C:2]1[CH:7]=[CH:6][CH:5]=[CH:4][CH:3]=1.[CH3:32][N:33]1[CH2:38][CH2:37][N:36]([C:39](Cl)=[O:40])[CH2:35][CH2:34]1. The catalyst is C(Cl)Cl. The product is [CH2:1]([N:8]1[CH:16]=[C:15]2[C:10]([CH:11]=[C:12]([C:17]3[CH:18]=[C:19]([CH:27]4[CH2:31][CH2:30][N:29]([C:39]([N:36]5[CH2:37][CH2:38][N:33]([CH3:32])[CH2:34][CH2:35]5)=[O:40])[CH2:28]4)[N:20]4[C:25]=3[C:24]([NH2:26])=[N:23][CH:22]=[N:21]4)[CH:13]=[CH:14]2)=[N:9]1)[C:2]1[CH:3]=[CH:4][CH:5]=[CH:6][CH:7]=1. The yield is 0.200. (2) The catalyst is CCOC(C)=O.C(O)(=O)C. The yield is 0.490. The product is [CH3:20][O:21][C:22]1[CH:42]=[CH:41][C:25]([CH2:26][S:27][CH2:28][CH2:29][CH2:30][CH2:31][CH2:32][CH2:33][CH2:34][CH2:35][CH2:36][CH2:37][CH2:38][CH2:39][S:3][CH2:4][CH2:5][CH2:6][CH2:7][CH2:8][CH2:9][CH2:10][CH2:11][CH2:12][CH2:13][CH2:14][C:15]([OH:17])=[O:16])=[CH:24][CH:23]=1. The reactants are CO.[SH:3][CH2:4][CH2:5][CH2:6][CH2:7][CH2:8][CH2:9][CH2:10][CH2:11][CH2:12][CH2:13][CH2:14][C:15]([OH:17])=[O:16].C[O-].[CH3:20][O:21][C:22]1[CH:42]=[CH:41][C:25]([CH2:26][S:27][CH2:28][CH2:29][CH2:30][CH2:31][CH2:32][CH2:33][CH2:34][CH2:35][CH2:36][CH2:37][CH2:38][CH2:39]Br)=[CH:24][CH:23]=1. (3) The reactants are [F:1][C:2]1[CH:7]=[C:6](I)[CH:5]=[CH:4][C:3]=1[N:9]1[CH:14]=[C:13]([O:15][CH3:16])[C:12](=[O:17])[C:11]([C:18]2[N:22]([C:23]3[CH:28]=[CH:27][CH:26]=[CH:25][CH:24]=3)[N:21]=[CH:20][CH:19]=2)=[N:10]1.[CH3:29][C:30]1([CH3:36])[O:34][C:33](=[O:35])[NH:32][CH2:31]1.N[C@@H]1CCCC[C@H]1N.[O-]P([O-])([O-])=O.[K+].[K+].[K+].C([O-])(O)=O.[Na+]. The catalyst is O1CCOCC1.[Cu]I. The product is [CH3:29][C:30]1([CH3:36])[O:34][C:33](=[O:35])[N:32]([C:6]2[CH:5]=[CH:4][C:3]([N:9]3[CH:14]=[C:13]([O:15][CH3:16])[C:12](=[O:17])[C:11]([C:18]4[N:22]([C:23]5[CH:28]=[CH:27][CH:26]=[CH:25][CH:24]=5)[N:21]=[CH:20][CH:19]=4)=[N:10]3)=[C:2]([F:1])[CH:7]=2)[CH2:31]1. The yield is 0.660. (4) The yield is 0.900. No catalyst specified. The reactants are C(OC(C1SC(C2C=NC=C(N(CCOC3C=CC(F)=CC=3)C)N=2)=NC=1C)=O)C.C([O:32][C:33]([C:35]1[S:39][C:38]([C:40]2[CH:45]=[N:44][CH:43]=[C:42]([N:46]([CH2:48][C:49]3[CH:54]=[CH:53][C:52]([F:55])=[CH:51][CH:50]=3)[CH3:47])[N:41]=2)=[N:37][C:36]=1[CH3:56])=[O:34])C. The product is [F:55][C:52]1[CH:53]=[CH:54][C:49]([CH2:48][N:46]([CH3:47])[C:42]2[N:41]=[C:40]([C:38]3[S:39][C:35]([C:33]([OH:34])=[O:32])=[C:36]([CH3:56])[N:37]=3)[CH:45]=[N:44][CH:43]=2)=[CH:50][CH:51]=1. (5) The reactants are [I-].ClC1C=CC=C[N+]=1C.[CH2:10]([O:12][C:13](=[O:23])[NH:14][C:15]([N:17]1[CH2:22][CH2:21][O:20][CH2:19][CH2:18]1)=S)[CH3:11].Cl.Cl.[NH2:26][CH:27]([CH2:40][CH:41]1[CH2:46][CH2:45][CH2:44][CH2:43][CH2:42]1)[C:28]([NH:30][C:31]1([C:38]#[N:39])[CH2:36][CH2:35][N:34]([CH3:37])[CH2:33][CH2:32]1)=[O:29].C(N(CC)C(C)C)(C)C. The catalyst is ClCCl.C(O)(=O)CC(CC(O)=O)(C(O)=O)O. The product is [CH2:10]([O:12][C:13](=[O:23])[N:14]=[C:15]([NH:26][CH:27]([C:28](=[O:29])[NH:30][C:31]1([C:38]#[N:39])[CH2:32][CH2:33][N:34]([CH3:37])[CH2:35][CH2:36]1)[CH2:40][CH:41]1[CH2:46][CH2:45][CH2:44][CH2:43][CH2:42]1)[N:17]1[CH2:22][CH2:21][O:20][CH2:19][CH2:18]1)[CH3:11]. The yield is 0.260. (6) The reactants are C1CC([NH:7][C:8]2[N:17]=[C:11]3[CH:12]=[CH:13][CH:14]=[C:15]([NH2:16])[N:10]3[N:9]=2)CCC1.N1[CH:23]=[CH:22][CH:21]=[CH:20][CH:19]=1.Cl.[N:25]1([CH2:30][C:31]2[CH:39]=[CH:38][C:34]([C:35](Cl)=[O:36])=[CH:33][CH:32]=2)[CH2:29][CH2:28][CH2:27][CH2:26]1.Cl[CH2:41]Cl. No catalyst specified. The product is [CH:19]1([NH:16][C:15]2[N:10]3[N:9]=[C:8]([NH:7][C:35](=[O:36])[C:34]4[CH:38]=[CH:39][C:31]([CH2:30][N:25]5[CH2:29][CH2:28][CH2:27][CH2:26]5)=[CH:32][CH:33]=4)[N:17]=[C:11]3[CH:12]=[CH:13][CH:14]=2)[CH2:41][CH2:23][CH2:22][CH2:21][CH2:20]1. The yield is 0.100. (7) The reactants are [Cl:1][CH2:2][C@H:3]1[C:11]2[C:10]3[CH:12]=[CH:13][CH:14]=[CH:15][C:9]=3[C:8]([O:16][C:17]([N:19]3[CH2:24][CH2:23][N:22]([CH3:25])[CH2:21][CH2:20]3)=[O:18])=[CH:7][C:6]=2[N:5]([C:26](=[O:102])[CH2:27][CH2:28][CH2:29][CH2:30][CH2:31][O:32][C:33]2[C:34]([O:100][CH3:101])=[CH:35][C:36]3[C:42](=[O:43])[N:41]4[CH2:44][CH2:45][CH2:46][CH:40]4[C@H:39]([OH:47])[N:38]([C:48]([O:50][CH2:51][C:52]4[CH:57]=[CH:56][C:55]([NH:58][C:59](=[O:98])[C@@H:60]([NH:73][C:74](=[O:97])[C@@H:75]([NH:79]C(OCC5C6C=CC=CC=6C6C5=CC=CC=6)=O)[CH:76]([CH3:78])[CH3:77])[CH2:61][CH2:62][CH2:63][CH2:64][NH:65][C:66]([O:68][C:69]([CH3:72])([CH3:71])[CH3:70])=[O:67])=[CH:54][CH:53]=4)=[O:49])[C:37]=3[CH:99]=2)[CH2:4]1.N1CCCCC1. The catalyst is CN(C)C(=O)C. The product is [Cl:1][CH2:2][C@H:3]1[C:11]2[C:10]3[CH:12]=[CH:13][CH:14]=[CH:15][C:9]=3[C:8]([O:16][C:17]([N:19]3[CH2:20][CH2:21][N:22]([CH3:25])[CH2:23][CH2:24]3)=[O:18])=[CH:7][C:6]=2[N:5]([C:26](=[O:102])[CH2:27][CH2:28][CH2:29][CH2:30][CH2:31][O:32][C:33]2[C:34]([O:100][CH3:101])=[CH:35][C:36]3[C:42](=[O:43])[N:41]4[CH2:44][CH2:45][CH2:46][CH:40]4[C@H:39]([OH:47])[N:38]([C:48]([O:50][CH2:51][C:52]4[CH:57]=[CH:56][C:55]([NH:58][C:59](=[O:98])[C@@H:60]([NH:73][C:74](=[O:97])[C@@H:75]([NH2:79])[CH:76]([CH3:77])[CH3:78])[CH2:61][CH2:62][CH2:63][CH2:64][NH:65][C:66]([O:68][C:69]([CH3:70])([CH3:72])[CH3:71])=[O:67])=[CH:54][CH:53]=4)=[O:49])[C:37]=3[CH:99]=2)[CH2:4]1. The yield is 0.990.